From a dataset of NCI-60 drug combinations with 297,098 pairs across 59 cell lines. Regression. Given two drug SMILES strings and cell line genomic features, predict the synergy score measuring deviation from expected non-interaction effect. (1) Drug 1: CN1CCC(CC1)COC2=C(C=C3C(=C2)N=CN=C3NC4=C(C=C(C=C4)Br)F)OC. Drug 2: CC1OCC2C(O1)C(C(C(O2)OC3C4COC(=O)C4C(C5=CC6=C(C=C35)OCO6)C7=CC(=C(C(=C7)OC)O)OC)O)O. Cell line: MOLT-4. Synergy scores: CSS=66.7, Synergy_ZIP=0.393, Synergy_Bliss=0.519, Synergy_Loewe=-15.2, Synergy_HSA=2.05. (2) Drug 1: CC(CN1CC(=O)NC(=O)C1)N2CC(=O)NC(=O)C2. Drug 2: CN(CC1=CN=C2C(=N1)C(=NC(=N2)N)N)C3=CC=C(C=C3)C(=O)NC(CCC(=O)O)C(=O)O. Cell line: KM12. Synergy scores: CSS=27.9, Synergy_ZIP=-11.2, Synergy_Bliss=-10.7, Synergy_Loewe=0.591, Synergy_HSA=0.680. (3) Drug 1: CCN(CC)CCNC(=O)C1=C(NC(=C1C)C=C2C3=C(C=CC(=C3)F)NC2=O)C. Drug 2: C1CC(=O)NC(=O)C1N2C(=O)C3=CC=CC=C3C2=O. Cell line: SK-MEL-28. Synergy scores: CSS=1.75, Synergy_ZIP=-1.78, Synergy_Bliss=-4.17, Synergy_Loewe=0.647, Synergy_HSA=-2.69.